Dataset: Full USPTO retrosynthesis dataset with 1.9M reactions from patents (1976-2016). Task: Predict the reactants needed to synthesize the given product. The reactants are: [CH2:1]([O:5][C:6]1[CH:29]=[C:28]([O:30][CH2:31][CH:32]([CH3:34])[CH3:33])[CH:27]=[CH:26][C:7]=1[C:8]([C:10]1[CH:11]=[CH:12][C:13]([O:21][CH2:22][CH:23]([CH3:25])[CH3:24])=[C:14]([CH2:16][CH2:17][C:18](O)=[O:19])[CH:15]=1)=[O:9])[CH:2]([CH3:4])[CH3:3].C(N1C=CN=C1)(N1C=CN=C1)=O.[CH3:47][S:48]([NH2:51])(=[O:50])=[O:49].N12CCCN=C1CCCCC2.Cl. Given the product [CH2:1]([O:5][C:6]1[CH:29]=[C:28]([O:30][CH2:31][CH:32]([CH3:34])[CH3:33])[CH:27]=[CH:26][C:7]=1[C:8]([C:10]1[CH:11]=[CH:12][C:13]([O:21][CH2:22][CH:23]([CH3:25])[CH3:24])=[C:14]([CH2:16][CH2:17][C:18]([NH:51][S:48]([CH3:47])(=[O:50])=[O:49])=[O:19])[CH:15]=1)=[O:9])[CH:2]([CH3:4])[CH3:3], predict the reactants needed to synthesize it.